The task is: Predict the product of the given reaction.. This data is from Forward reaction prediction with 1.9M reactions from USPTO patents (1976-2016). (1) Given the reactants [F:1][C:2]1[C:11]([CH:12]([N:14]2[C:18]3=[N:19][C:20]([C:23](=O)[CH3:24])=[CH:21][N:22]=[C:17]3[N:16]=[N:15]2)[CH3:13])=[C:10]([F:26])[CH:9]=[C:8]2[C:3]=1[CH:4]=[CH:5][CH:6]=[N:7]2.Cl.[NH2:28][O:29][CH2:30][CH2:31][OH:32], predict the reaction product. The product is: [OH:32][CH2:31][CH2:30][O:29]/[N:28]=[C:23](/[C:20]1[N:19]=[C:18]2[N:14]([CH:12]([C:11]3[C:2]([F:1])=[C:3]4[C:8](=[CH:9][C:10]=3[F:26])[N:7]=[CH:6][CH:5]=[CH:4]4)[CH3:13])[N:15]=[N:16][C:17]2=[N:22][CH:21]=1)\[CH3:24]. (2) The product is: [C:3]([O:7][C:8](=[O:26])[NH:9][C:10]1[CH:15]=[C:14]([CH2:16][CH2:17][C:18]2[CH:23]=[CH:22][CH:21]=[CH:20][C:19]=2[O:24][CH3:25])[CH:13]=[CH:12][N:11]=1)([CH3:6])([CH3:5])[CH3:4]. Given the reactants CO.[C:3]([O:7][C:8](=[O:26])[NH:9][C:10]1[CH:15]=[C:14]([C:16]#[C:17][C:18]2[CH:23]=[CH:22][CH:21]=[CH:20][C:19]=2[O:24][CH3:25])[CH:13]=[CH:12][N:11]=1)([CH3:6])([CH3:5])[CH3:4], predict the reaction product.